This data is from Reaction yield outcomes from USPTO patents with 853,638 reactions. The task is: Predict the reaction yield, written as a fraction of the theoretical maximum amount of product (1.0 means a 100% yield; for example, 0.34 means a 34% yield). (1) The product is [CH3:38][O:37][C:34]1[CH:35]=[CH:36][C:31]([CH2:30][N:29]2[C:25]([C:20]3[CH:21]=[CH:22][CH:23]=[CH:24][C:19]=3[C:16]3[CH:15]=[CH:14][C:13]([CH2:12][NH:11][C:39]4[C:48]([N+:49]([O-:51])=[O:50])=[CH:47][CH:46]=[CH:45][C:40]=4[C:41]([O:43][CH3:44])=[O:42])=[CH:18][CH:17]=3)=[N:26][N:27]=[N:28]2)=[CH:32][CH:33]=1. The catalyst is C1(C)C=CC=CC=1.C(OCC)(=O)C. The reactants are Cl.CO.C(OC([N:11]([C:39]1[C:48]([N+:49]([O-:51])=[O:50])=[CH:47][CH:46]=[CH:45][C:40]=1[C:41]([O:43][CH3:44])=[O:42])[CH2:12][C:13]1[CH:18]=[CH:17][C:16]([C:19]2[CH:24]=[CH:23][CH:22]=[CH:21][C:20]=2[C:25]2[N:29]([CH2:30][C:31]3[CH:36]=[CH:35][C:34]([O:37][CH3:38])=[CH:33][CH:32]=3)[N:28]=[N:27][N:26]=2)=[CH:15][CH:14]=1)=O)(C)(C)C.C(=O)([O-])O.[Na+]. The yield is 1.01. (2) The reactants are [NH2:1][C:2]1[N:7]=[CH:6][N:5]=[C:4]2[N:8]([C@@H:26]3[CH2:31][CH2:30][CH2:29][N:28](C(OC(C)(C)C)=O)[CH2:27]3)[N:9]=[C:10]([C:11]3[CH:16]=[CH:15][C:14]([O:17][C:18]4[CH:23]=[C:22]([F:24])[CH:21]=[CH:20][C:19]=4[F:25])=[CH:13][CH:12]=3)[C:3]=12.C(O)(C(F)(F)F)=O. The catalyst is ClCCl. The product is [F:25][C:19]1[CH:20]=[CH:21][C:22]([F:24])=[CH:23][C:18]=1[O:17][C:14]1[CH:13]=[CH:12][C:11]([C:10]2[C:3]3[C:4](=[N:5][CH:6]=[N:7][C:2]=3[NH2:1])[N:8]([C@@H:26]3[CH2:31][CH2:30][CH2:29][NH:28][CH2:27]3)[N:9]=2)=[CH:16][CH:15]=1. The yield is 0.990. (3) The reactants are [CH2:1]([N:8]1[C:12](=[O:13])[C:11](=[C:14]2[N:18]([CH3:19])[C:17]3[CH:20]=[C:21]([O:24][CH2:25][CH2:26]Cl)[CH:22]=[CH:23][C:16]=3[S:15]2)[S:10][C:9]1=[N:28][C:29]1[CH:30]=[C:31]([NH:38][C:39](=[O:44])[CH2:40][N:41]([CH3:43])[CH3:42])[CH:32]=[CH:33][C:34]=1[NH:35][CH2:36][CH3:37])[C:2]1[CH:7]=[CH:6][CH:5]=[CH:4][CH:3]=1.[C:45]([O-:48])(=[O:47])[CH3:46].[Na+]. The catalyst is CC(C)=O.[I-].C([N+](CCCC)(CCCC)CCCC)CCC.CCOC(C)=O. The product is [CH2:1]([N:8]1[C:12](=[O:13])[C:11](=[C:14]2[N:18]([CH3:19])[C:17]3[CH:20]=[C:21]([O:24][CH2:25][CH2:26][O:48][C:45](=[O:47])[CH3:46])[CH:22]=[CH:23][C:16]=3[S:15]2)[S:10][C:9]1=[N:28][C:29]1[CH:30]=[C:31]([NH:38][C:39](=[O:44])[CH2:40][N:41]([CH3:43])[CH3:42])[CH:32]=[CH:33][C:34]=1[NH:35][CH2:36][CH3:37])[C:2]1[CH:7]=[CH:6][CH:5]=[CH:4][CH:3]=1. The yield is 0.330.